Dataset: Forward reaction prediction with 1.9M reactions from USPTO patents (1976-2016). Task: Predict the product of the given reaction. Given the reactants N#N.Br[C:4]1[CH:5]=[C:6]([N:10]2[CH:15]=[CH:14][C:13](=[O:16])[C:12]([CH2:17][C:18]3[CH:23]=[CH:22][CH:21]=[C:20]([C:24]4[N:29]=[CH:28][C:27]([O:30][CH3:31])=[CH:26][N:25]=4)[CH:19]=3)=[N:11]2)[CH:7]=[N:8][CH:9]=1.[CH3:32][N:33](C=O)C, predict the reaction product. The product is: [CH3:31][O:30][C:27]1[CH:26]=[N:25][C:24]([C:20]2[CH:19]=[C:18]([CH:23]=[CH:22][CH:21]=2)[CH2:17][C:12]2[C:13](=[O:16])[CH:14]=[CH:15][N:10]([C:6]3[CH:5]=[C:4]([C:32]#[N:33])[CH:9]=[N:8][CH:7]=3)[N:11]=2)=[N:29][CH:28]=1.